Dataset: Forward reaction prediction with 1.9M reactions from USPTO patents (1976-2016). Task: Predict the product of the given reaction. (1) Given the reactants [Cl:1][C:2]1[CH:3]=[CH:4][C:5]([O:29][CH:30]([F:32])[F:31])=[C:6]([C:8]2[C:12]([NH:13][C:14]([C:16]3[CH:17]=[N:18][N:19]4[CH:24]=[CH:23][CH:22]=[N:21][C:20]=34)=[O:15])=[CH:11][N:10]([CH2:25][C:26](O)=[O:27])[N:9]=2)[CH:7]=1.[N:33]1([C:39]([O:41][C:42]([CH3:45])([CH3:44])[CH3:43])=[O:40])[CH2:38][CH2:37][NH:36][CH2:35][CH2:34]1.CCN(C(C)C)C(C)C.CN(C(ON1N=NC2C=CC=NC1=2)=[N+](C)C)C.F[P-](F)(F)(F)(F)F, predict the reaction product. The product is: [Cl:1][C:2]1[CH:3]=[CH:4][C:5]([O:29][CH:30]([F:32])[F:31])=[C:6]([C:8]2[C:12]([NH:13][C:14]([C:16]3[CH:17]=[N:18][N:19]4[CH:24]=[CH:23][CH:22]=[N:21][C:20]=34)=[O:15])=[CH:11][N:10]([CH2:25][C:26]([N:36]3[CH2:35][CH2:34][N:33]([C:39]([O:41][C:42]([CH3:45])([CH3:44])[CH3:43])=[O:40])[CH2:38][CH2:37]3)=[O:27])[N:9]=2)[CH:7]=1. (2) Given the reactants [C:1]([C:5]1[CH:10]=[CH:9][C:8]([OH:11])=[C:7]([CH3:12])[CH:6]=1)([CH3:4])([CH3:3])[CH3:2].[F:13][C:14]([F:27])([F:26])[S:15](O[S:15]([C:14]([F:27])([F:26])[F:13])(=[O:17])=[O:16])(=[O:17])=[O:16].N1C=CC=CC=1.O, predict the reaction product. The product is: [F:13][C:14]([F:27])([F:26])[S:15]([O:11][C:8]1[CH:9]=[CH:10][C:5]([C:1]([CH3:4])([CH3:3])[CH3:2])=[CH:6][C:7]=1[CH3:12])(=[O:17])=[O:16]. (3) The product is: [CH2:1]([C:3]1[N:4]=[C:5]2[C:10]([C:11]([F:13])([F:14])[F:12])=[CH:9][CH:8]=[CH:7][N:6]2[C:15]=1[C:17]1[CH:18]=[CH:19][C:20]([O:21][C:22]2[CH:27]=[CH:26][CH:25]=[C:24]([S:28]([CH2:31][CH3:32])(=[O:30])=[O:29])[CH:23]=2)=[CH:33][CH:34]=1)[CH3:2]. Given the reactants [CH2:1]([C:3]1[N:4]=[C:5]2[C:10]([C:11]([F:14])([F:13])[F:12])=[CH:9][CH:8]=[CH:7][N:6]2[CH:15]=1)[CH3:2].Br[C:17]1[CH:34]=[CH:33][C:20]([O:21][C:22]2[CH:27]=[CH:26][CH:25]=[C:24]([S:28]([CH2:31][CH3:32])(=[O:30])=[O:29])[CH:23]=2)=[CH:19][CH:18]=1, predict the reaction product. (4) Given the reactants C[O:2][C:3]1[C:4]([C:15](=[O:17])[CH3:16])=[CH:5][C:6]2[CH2:7][CH2:8][CH2:9][C:10]([CH3:14])([CH3:13])[C:11]=2[CH:12]=1.B(Br)(Br)Br, predict the reaction product. The product is: [OH:2][C:3]1[C:4]([C:15](=[O:17])[CH3:16])=[CH:5][C:6]2[CH2:7][CH2:8][CH2:9][C:10]([CH3:13])([CH3:14])[C:11]=2[CH:12]=1. (5) Given the reactants Cl.O.[Cl:3][C:4]1[CH:22]=[C:21]([N+:23]([O-])=O)[CH:20]=[CH:19][C:5]=1[N:6]([CH2:13][CH2:14][CH2:15][CH2:16][CH2:17][CH3:18])[CH2:7][CH2:8][CH2:9][CH2:10][CH2:11][CH3:12].CCN(CC)CC, predict the reaction product. The product is: [Cl:3][C:4]1[CH:22]=[C:21]([NH2:23])[CH:20]=[CH:19][C:5]=1[N:6]([CH2:13][CH2:14][CH2:15][CH2:16][CH2:17][CH3:18])[CH2:7][CH2:8][CH2:9][CH2:10][CH2:11][CH3:12]. (6) Given the reactants Br[CH2:2][CH2:3][CH2:4][C:5]#[N:6].C1(P(C2C=CC=CC=2)C2C=CC=CC=2)C=CC=CC=1.CC(C)([O-])C.[K+].[CH:32](=O)[CH2:33][CH2:34][CH2:35]/[CH:36]=[CH:37]\[CH2:38][CH3:39], predict the reaction product. The product is: [C:5](#[N:6])[CH2:4][CH2:3]/[CH:2]=[CH:39]\[CH2:38][CH2:37][CH2:36]/[CH:35]=[CH:34]\[CH2:33][CH3:32]. (7) Given the reactants [CH3:1][NH:2][C:3]([C:5]1[C:6]([C:18]2[CH:23]=[CH:22][CH:21]=[CH:20][C:19]=2[CH3:24])=[CH:7][C:8]([N:11]2[CH2:16][CH2:15][N:14]([CH3:17])[CH2:13][CH2:12]2)=[CH:9][CH:10]=1)=[O:4].C[Si](C)(C)[N-][Si](C)(C)C.[K+].[F:35][C:36]([F:50])([F:49])[C:37]1[CH:38]=[C:39]([CH:42]=[C:43]([C:45]([F:48])([F:47])[F:46])[CH:44]=1)[CH2:40]Br, predict the reaction product. The product is: [F:35][C:36]([F:50])([F:49])[C:37]1[CH:38]=[C:39]([CH:42]=[C:43]([C:45]([F:48])([F:47])[F:46])[CH:44]=1)[CH2:40][N:2]([CH3:1])[C:3]([C:5]1[C:6]([C:18]2[CH:23]=[CH:22][CH:21]=[CH:20][C:19]=2[CH3:24])=[CH:7][C:8]([N:11]2[CH2:12][CH2:13][N:14]([CH3:17])[CH2:15][CH2:16]2)=[CH:9][CH:10]=1)=[O:4]. (8) Given the reactants [NH2:1][C:2]1[CH:6]=[C:5]([C:7]2[CH:12]=[CH:11][C:10]([Cl:13])=[CH:9][CH:8]=2)[S:4][C:3]=1[C:14]([NH:16][C@H:17]1[CH2:22][CH2:21][CH2:20][N:19](C(OC(C)(C)C)=O)[CH2:18]1)=[O:15].[CH3:30][O:31][C:32]1[CH:33]=[C:34]([N:40]=[C:41]=[O:42])[CH:35]=[CH:36][C:37]=1[O:38][CH3:39], predict the reaction product. The product is: [NH:19]1[CH2:20][CH2:21][CH2:22][C@H:17]([NH:16][C:14]([C:3]2[S:4][C:5]([C:7]3[CH:8]=[CH:9][C:10]([Cl:13])=[CH:11][CH:12]=3)=[CH:6][C:2]=2[NH:1][C:41]([NH:40][C:34]2[CH:35]=[CH:36][C:37]([O:38][CH3:39])=[C:32]([O:31][CH3:30])[CH:33]=2)=[O:42])=[O:15])[CH2:18]1. (9) Given the reactants [CH:1]([NH:4][C:5]([C:7]1[C:15]2[C:10](=[N:11][CH:12]=[C:13]([C:16]3[C:24]4[C:19](=[CH:20][C:21]([Cl:25])=[CH:22][CH:23]=4)[N:18]([CH3:26])[N:17]=3)[N:14]=2)[N:9](COCC[Si](C)(C)C)[CH:8]=1)=[O:6])([CH3:3])[CH3:2].FC(F)(F)C(O)=O.C(N)CN.O, predict the reaction product. The product is: [CH:1]([NH:4][C:5]([C:7]1[C:15]2[C:10](=[N:11][CH:12]=[C:13]([C:16]3[C:24]4[C:19](=[CH:20][C:21]([Cl:25])=[CH:22][CH:23]=4)[N:18]([CH3:26])[N:17]=3)[N:14]=2)[NH:9][CH:8]=1)=[O:6])([CH3:3])[CH3:2].